The task is: Regression/Classification. Given a drug SMILES string, predict its absorption, distribution, metabolism, or excretion properties. Task type varies by dataset: regression for continuous measurements (e.g., permeability, clearance, half-life) or binary classification for categorical outcomes (e.g., BBB penetration, CYP inhibition). Dataset: cyp3a4_veith.. This data is from CYP3A4 inhibition data for predicting drug metabolism from PubChem BioAssay. (1) The compound is Cn1c([N+](=O)[O-])cnc1CN1CCN(CCO)CC1. The result is 0 (non-inhibitor). (2) The molecule is Cc1noc(C)c1-c1ccc2ncnc(N3CCC(C(=O)O)CC3)c2c1. The result is 0 (non-inhibitor).